This data is from Reaction yield outcomes from USPTO patents with 853,638 reactions. The task is: Predict the reaction yield, written as a fraction of the theoretical maximum amount of product (1.0 means a 100% yield; for example, 0.34 means a 34% yield). The reactants are Br[C:2]1[CH:7]=[C:6]([C:8]2[N:12]3[CH:13]=[CH:14][CH:15]=[C:16]([CH3:17])[C:11]3=[N:10][C:9]=2[C:18]2[CH:23]=[CH:22][CH:21]=[C:20]([CH3:24])[N:19]=2)[CH:5]=[CH:4][N:3]=1.[CH:25]([C:27]1[CH:32]=[CH:31][C:30](B(O)O)=[CH:29][CH:28]=1)=[O:26]. No catalyst specified. The product is [CH3:17][C:16]1[C:11]2[N:12]([C:8]([C:6]3[CH:5]=[CH:4][N:3]=[C:2]([C:30]4[CH:31]=[CH:32][C:27]([CH:25]=[O:26])=[CH:28][CH:29]=4)[CH:7]=3)=[C:9]([C:18]3[CH:23]=[CH:22][CH:21]=[C:20]([CH3:24])[N:19]=3)[N:10]=2)[CH:13]=[CH:14][CH:15]=1. The yield is 0.860.